From a dataset of Full USPTO retrosynthesis dataset with 1.9M reactions from patents (1976-2016). Predict the reactants needed to synthesize the given product. (1) The reactants are: [CH3:1][N:2]1[CH:6]=[CH:5][N:4]=[CH:3]1.[Li]CCCC.[C:12]([N:19]1[CH2:24][CH2:23][N:22]([C:25]2[CH:30]=[CH:29][CH:28]=[CH:27][C:26]=2[CH:31]=[O:32])[CH2:21][CH2:20]1)([O:14][C:15]([CH3:18])([CH3:17])[CH3:16])=[O:13].[NH4+].[Cl-]. Given the product [C:12]([N:19]1[CH2:20][CH2:21][N:22]([C:25]2[CH:30]=[CH:29][CH:28]=[CH:27][C:26]=2[CH:31]([OH:32])[C:3]2[N:2]([CH3:1])[CH:6]=[CH:5][N:4]=2)[CH2:23][CH2:24]1)([O:14][C:15]([CH3:18])([CH3:17])[CH3:16])=[O:13], predict the reactants needed to synthesize it. (2) The reactants are: ClC1C=C(C=CC=1)C(OO)=O.[Cl:12][CH2:13][C:14]1[N:15]([CH2:27][CH2:28][NH:29][C:30](=[O:36])[O:31][C:32]([CH3:35])([CH3:34])[CH3:33])[C:16]2[C:25]3[CH:24]=[CH:23][CH:22]=[CH:21][C:20]=3[N:19]=[CH:18][C:17]=2[N:26]=1.[OH-].[NH4+:38].C1(C)C=CC(S(Cl)(=O)=O)=CC=1. Given the product [NH2:38][C:18]1[C:17]2[N:26]=[C:14]([CH2:13][Cl:12])[N:15]([CH2:27][CH2:28][NH:29][C:30](=[O:36])[O:31][C:32]([CH3:33])([CH3:35])[CH3:34])[C:16]=2[C:25]2[CH:24]=[CH:23][CH:22]=[CH:21][C:20]=2[N:19]=1, predict the reactants needed to synthesize it. (3) Given the product [Br:1][CH2:2][CH2:3][N:15]([C:12]1[CH:13]=[CH:14][C:9]([N+:6]([O-:8])=[O:7])=[CH:10][CH:11]=1)[S:16]([C:19]1[CH:20]=[CH:21][CH:22]=[CH:23][CH:24]=1)(=[O:17])=[O:18], predict the reactants needed to synthesize it. The reactants are: [Br:1][CH2:2][CH2:3]Br.[K].[N+:6]([C:9]1[CH:14]=[CH:13][C:12]([NH:15][S:16]([C:19]2[CH:24]=[CH:23][CH:22]=[CH:21][CH:20]=2)(=[O:18])=[O:17])=[CH:11][CH:10]=1)([O-:8])=[O:7]. (4) Given the product [Cl:36][C:30]1[CH:31]=[CH:32][CH:33]=[C:34]([Cl:35])[C:29]=1[CH2:28][C:27]([N:11]1[C@@H:10]([CH2:9][OH:8])[CH2:19][C:18]2[C:13](=[CH:14][CH:15]=[CH:16][C:17]=2[CH2:20][CH2:21][C:22]([OH:25])([CH3:23])[CH3:24])[C@@H:12]1[CH3:26])=[O:37], predict the reactants needed to synthesize it. The reactants are: [Si]([O:8][CH2:9][C@H:10]1[CH2:19][C:18]2[C:13](=[CH:14][CH:15]=[CH:16][C:17]=2[CH2:20][CH2:21][C:22]([OH:25])([CH3:24])[CH3:23])[C@H:12]([CH3:26])[N:11]1[C:27](=[O:37])[CH2:28][C:29]1[C:34]([Cl:35])=[CH:33][CH:32]=[CH:31][C:30]=1[Cl:36])(C(C)(C)C)(C)C.[F-].C([N+](CCCC)(CCCC)CCCC)CCC.[Cl-].[NH4+]. (5) Given the product [Cl:47][CH2:46][CH2:45][O:19][C:14]1[CH:15]=[C:16]2[C:11](=[CH:12][C:13]=1[O:20][CH3:21])[N:10]=[C:9]([C:7]1[CH:6]=[CH:5][C:4]([CH2:22][C:23]([NH:25][C:26]3[CH:30]=[C:29]([C:31]4([C:34]([F:35])([F:36])[F:37])[CH2:33][CH2:32]4)[O:28][N:27]=3)=[O:24])=[C:3]([F:2])[CH:8]=1)[CH:18]=[N:17]2, predict the reactants needed to synthesize it. The reactants are: Cl.[F:2][C:3]1[CH:8]=[C:7]([C:9]2[CH:18]=[N:17][C:16]3[C:11](=[CH:12][C:13]([O:20][CH3:21])=[C:14]([OH:19])[CH:15]=3)[N:10]=2)[CH:6]=[CH:5][C:4]=1[CH2:22][C:23]([NH:25][C:26]1[CH:30]=[C:29]([C:31]2([C:34]([F:37])([F:36])[F:35])[CH2:33][CH2:32]2)[O:28][N:27]=1)=[O:24].C([O-])([O-])=O.[K+].[K+].Br[CH2:45][CH2:46][Cl:47]. (6) Given the product [F:1][C:2]1[C:3]([O:9][CH3:10])=[CH:4][C:5]([OH:8])=[C:6]([CH:7]=1)[CH:16]=[O:17], predict the reactants needed to synthesize it. The reactants are: [F:1][C:2]1[CH:7]=[CH:6][C:5]([OH:8])=[CH:4][C:3]=1[O:9][CH3:10].ClN1[C:16](=[O:17])CCC1=O.Cl.[Cl-].[Mg+2].[Cl-].C=O.C(N(CC)CC)C. (7) Given the product [CH2:3]([N:10]1[CH2:15][CH:14]([CH2:16][CH3:17])[CH:13]([OH:18])[C:12]([CH2:20][CH3:21])([CH3:19])[CH2:11]1)[C:4]1[CH:5]=[CH:6][CH:7]=[CH:8][CH:9]=1, predict the reactants needed to synthesize it. The reactants are: [BH4-].[Na+].[CH2:3]([N:10]1[CH2:15][CH:14]([CH2:16][CH3:17])[C:13](=[O:18])[C:12]([CH2:20][CH3:21])([CH3:19])[CH2:11]1)[C:4]1[CH:9]=[CH:8][CH:7]=[CH:6][CH:5]=1. (8) The reactants are: [OH:1][C:2]1[CH:3]=[C:4]([CH:9]=[C:10]([N+:13]([O-])=O)[C:11]=1[OH:12])[C:5]([O:7][CH3:8])=[O:6].O1CCOCC1.[ClH:22]. Given the product [ClH:22].[NH2:13][C:10]1[CH:9]=[C:4]([CH:3]=[C:2]([OH:1])[C:11]=1[OH:12])[C:5]([O:7][CH3:8])=[O:6], predict the reactants needed to synthesize it. (9) Given the product [F:22][C:21]([F:24])([F:23])[C:20]1[C:12]([C:8]2[N:7]=[C:6]3[N:5]=[CH:4][CH:3]=[C:2]([NH:1][C:32]4[CH:37]=[CH:36][C:35]([C:38]([F:41])([F:40])[F:39])=[CH:34][N:33]=4)[C:11]3=[N:10][CH:9]=2)=[N:13][CH:14]=[C:15]([CH:19]=1)[C:16]([NH2:18])=[O:17], predict the reactants needed to synthesize it. The reactants are: [NH2:1][C:2]1[C:11]2[C:6](=[N:7][C:8]([C:12]3[C:20]([C:21]([F:24])([F:23])[F:22])=[CH:19][C:15]([C:16]([NH2:18])=[O:17])=[CH:14][N:13]=3)=[CH:9][N:10]=2)[N:5]=[CH:4][CH:3]=1.C(=O)([O-])[O-].[Cs+].[Cs+].Cl[C:32]1[CH:37]=[CH:36][C:35]([C:38]([F:41])([F:40])[F:39])=[CH:34][N:33]=1.CC1(C)C2C(=C(P(C3C=CC=CC=3)C3C=CC=CC=3)C=CC=2)OC2C(P(C3C=CC=CC=3)C3C=CC=CC=3)=CC=CC1=2. (10) Given the product [CH:1]12[CH2:7][CH:4]([CH2:5][CH2:6]1)[CH2:3][CH:2]2[C:8]1[S:12][N:11]=[C:10]([S:26]([CH3:16])(=[O:29])=[O:27])[N:9]=1, predict the reactants needed to synthesize it. The reactants are: [CH:1]12[CH2:7][CH:4]([CH2:5][CH2:6]1)[CH2:3][CH:2]2[C:8]1[S:12][N:11]=[C:10](SC)[N:9]=1.Cl[C:16]1C=C(C=CC=1)C(OO)=O.[S:26]([O-:29])(O)=[O:27].[Na+].